From a dataset of Full USPTO retrosynthesis dataset with 1.9M reactions from patents (1976-2016). Predict the reactants needed to synthesize the given product. (1) Given the product [C:11]([O:15][C:16](=[O:17])[NH:18][CH2:19][CH2:20][C:21]([CH:5]1[C:6](=[O:8])[O:7][C:2]([CH3:10])([CH3:1])[O:3][C:4]1=[O:9])=[O:22])([CH3:14])([CH3:12])[CH3:13], predict the reactants needed to synthesize it. The reactants are: [CH3:1][C:2]1([CH3:10])[O:7][C:6](=[O:8])[CH2:5][C:4](=[O:9])[O:3]1.[C:11]([O:15][C:16]([NH:18][CH2:19][CH2:20][C:21](O)=[O:22])=[O:17])([CH3:14])([CH3:13])[CH3:12].C(Cl)CCl. (2) The reactants are: [CH:1]1([C:4]([N:6]2[CH2:10][CH2:9][C@@H:8]([CH2:11][OH:12])[CH2:7]2)=[O:5])[CH2:3][CH2:2]1.C(N(CC)CC)C.[CH3:20][S:21](Cl)(=[O:23])=[O:22]. Given the product [CH3:20][S:21]([O:12][CH2:11][C@@H:8]1[CH2:9][CH2:10][N:6]([C:4]([CH:1]2[CH2:2][CH2:3]2)=[O:5])[CH2:7]1)(=[O:23])=[O:22], predict the reactants needed to synthesize it.